This data is from Forward reaction prediction with 1.9M reactions from USPTO patents (1976-2016). The task is: Predict the product of the given reaction. (1) The product is: [C:1]([C:5]1[C:6]([O:35][CH3:36])=[C:7]([CH:24]=[C:25]([N:27]2[CH:32]=[CH:31][C:30](=[O:33])[NH:29][C:28]2=[O:34])[CH:26]=1)/[CH:8]=[CH:9]/[C:10]1[CH:18]=[CH:17][C:16]([NH:19][S:20]([CH3:23])(=[O:22])=[O:21])=[CH:15][C:11]=1[C:12]1[O:13][CH:40]=[CH:41][N:37]=1)([CH3:4])([CH3:3])[CH3:2]. Given the reactants [C:1]([C:5]1[C:6]([O:35][CH3:36])=[C:7]([CH:24]=[C:25]([N:27]2[CH:32]=[CH:31][C:30](=[O:33])[NH:29][C:28]2=[O:34])[CH:26]=1)/[CH:8]=[CH:9]/[C:10]1[CH:18]=[CH:17][C:16]([NH:19][S:20]([CH3:23])(=[O:22])=[O:21])=[CH:15][C:11]=1[C:12](Cl)=[O:13])([CH3:4])([CH3:3])[CH3:2].[NH:37]1[CH:41]=[CH:40]N=N1.C(=O)([O-])[O-].[K+].[K+], predict the reaction product. (2) Given the reactants Br[C:2]1[CH:11]=[C:10]2[C:5]([CH:6]=[CH:7][C:8]([N:12]([CH2:23][O:24][CH2:25][CH2:26][Si:27]([CH3:30])([CH3:29])[CH3:28])[C:13]3[S:14][C:15]([CH:18]4[CH2:22][CH2:21][CH2:20][CH2:19]4)=[N:16][N:17]=3)=[N:9]2)=[N:4][CH:3]=1.BrC1C=C2C(C=CC(/N=C3\SC(C4CCCC4)=NN\3COCC[Si](C)(C)C)=N2)=NC=1.[O:61]1[CH2:65][CH2:64][CH:63]([NH2:66])[CH2:62]1.C1(P(C2CCCCC2)C2C=CC=CC=2C2C(C(C)C)=CC(C(C)C)=CC=2C(C)C)CCCCC1.C(=O)([O-])[O-].[Cs+].[Cs+], predict the reaction product. The product is: [CH:18]1([C:15]2[S:14][C:13]([N:12]([CH2:23][O:24][CH2:25][CH2:26][Si:27]([CH3:30])([CH3:29])[CH3:28])[C:8]3[CH:7]=[CH:6][C:5]4[C:10](=[CH:11][C:2]([NH:66][CH:63]5[CH2:64][CH2:65][O:61][CH2:62]5)=[CH:3][N:4]=4)[N:9]=3)=[N:17][N:16]=2)[CH2:22][CH2:21][CH2:20][CH2:19]1. (3) Given the reactants [NH:1]1[CH:5]=[C:4]([C:6]2[C:7]([C:12]3[CH:17]=[CH:16][C:15]([F:18])=[CH:14][CH:13]=3)=[N:8][O:9][C:10]=2[CH3:11])[N:3]=[CH:2]1.[F:19][C:20]1[CH:21]=[C:22](B(O)O)[CH:23]=[CH:24][CH:25]=1, predict the reaction product. The product is: [F:18][C:15]1[CH:16]=[CH:17][C:12]([C:7]2[C:6]([C:4]3[N:3]=[CH:2][N:1]([C:24]4[CH:23]=[CH:22][CH:21]=[C:20]([F:19])[CH:25]=4)[CH:5]=3)=[C:10]([CH3:11])[O:9][N:8]=2)=[CH:13][CH:14]=1. (4) Given the reactants C(NC1C=CC(C2C=C3C(CN([C@@H](C(C)C)C(O)=O)C3=O)=CC=2)=CC=1)(=O)C1C=CC=CC=1.[CH:33]1([C:39]2[CH:71]=[CH:70][C:42]([C:43]([NH:45][C:46]3[CH:51]=[CH:50][C:49]([C:52]4[CH:60]=[C:59]5[C:55]([CH2:56][N:57]([C@@H:62]([CH:67]([CH3:69])[CH3:68])[C:63]([O:65]C)=[O:64])[C:58]5=[O:61])=[CH:54][CH:53]=4)=[CH:48][CH:47]=3)=[O:44])=[CH:41][CH:40]=2)[CH2:38][CH2:37][CH2:36][CH2:35][CH2:34]1, predict the reaction product. The product is: [CH:33]1([C:39]2[CH:71]=[CH:70][C:42]([C:43]([NH:45][C:46]3[CH:51]=[CH:50][C:49]([C:52]4[CH:60]=[C:59]5[C:55]([CH2:56][N:57]([C@@H:62]([CH:67]([CH3:69])[CH3:68])[C:63]([OH:65])=[O:64])[C:58]5=[O:61])=[CH:54][CH:53]=4)=[CH:48][CH:47]=3)=[O:44])=[CH:41][CH:40]=2)[CH2:34][CH2:35][CH2:36][CH2:37][CH2:38]1.